From a dataset of Forward reaction prediction with 1.9M reactions from USPTO patents (1976-2016). Predict the product of the given reaction. (1) Given the reactants [Cl:1][C:2]1[N:7]=[N:6][C:5]([NH2:8])=[C:4]([O:9][CH3:10])[CH:3]=1.Br[CH:12]([CH3:16])[C:13](=O)[CH3:14].C(=O)(O)[O-].[Na+], predict the reaction product. The product is: [Cl:1][C:2]1[CH:3]=[C:4]([O:9][CH3:10])[C:5]2[N:6]([C:12]([CH3:16])=[C:13]([CH3:14])[N:8]=2)[N:7]=1. (2) Given the reactants Cl[CH2:2][CH:3]=[CH:4][C:5]1[CH2:12][S:11][C@H:10]2[N:7]([C:8](=[O:26])[C@H:9]2[NH:13][C:14](=[O:25])[CH2:15][S:16][C:17]2[CH:22]=[C:21]([Cl:23])[CH:20]=[CH:19][C:18]=2[Cl:24])[C:6]=1[C:27]([O:29]CC1C=CC(OC)=CC=1)=[O:28].[I-].[Na+].[NH2:41][C:42]1[N:47]=[C:46]([OH:48])[CH:45]=[C:44]([SH:49])[N:43]=1, predict the reaction product. The product is: [NH2:41][C:42]1[N:43]=[C:44]([S:49][CH2:2]/[CH:3]=[CH:4]/[C:5]2[CH2:12][S:11][C@H:10]3[N:7]([C:8](=[O:26])[C@H:9]3[NH:13][C:14](=[O:25])[CH2:15][S:16][C:17]3[CH:22]=[C:21]([Cl:23])[CH:20]=[CH:19][C:18]=3[Cl:24])[C:6]=2[C:27]([OH:29])=[O:28])[CH:45]=[C:46]([OH:48])[N:47]=1. (3) Given the reactants [CH:1]1([C:4]2[C:9]([CH:10]3[CH2:12][CH2:11]3)=[CH:8][C:7]([CH2:13][OH:14])=[C:6]([O:15][CH2:16][CH3:17])[CH:5]=2)[CH2:3][CH2:2]1, predict the reaction product. The product is: [CH:1]1([C:4]2[C:9]([CH:10]3[CH2:12][CH2:11]3)=[CH:8][C:7]([CH:13]=[O:14])=[C:6]([O:15][CH2:16][CH3:17])[CH:5]=2)[CH2:3][CH2:2]1. (4) Given the reactants [N+:1]([C:4]1[CH:9]=[CH:8][C:7]([C@H:10]([NH:12][C:13]([C:15]2[CH:20]=[CH:19][CH:18]=[CH:17][N:16]=2)=[O:14])[CH3:11])=[CH:6][CH:5]=1)([O-])=O.[H][H], predict the reaction product. The product is: [NH2:1][C:4]1[CH:9]=[CH:8][C:7]([C@H:10]([NH:12][C:13]([C:15]2[CH:20]=[CH:19][CH:18]=[CH:17][N:16]=2)=[O:14])[CH3:11])=[CH:6][CH:5]=1. (5) Given the reactants C([N:8]1[CH2:17][CH2:16][C:15]2[N:14]=[C:13]([Cl:18])[CH:12]=[CH:11][C:10]=2[CH2:9]1)C1C=CC=CC=1.[CH:19]([Mg]Br)([CH2:21][CH3:22])[CH3:20], predict the reaction product. The product is: [ClH:18].[CH3:20][CH:19]([C:13]1[CH:12]=[CH:11][C:10]2[CH2:9][NH:8][CH2:17][CH2:16][C:15]=2[N:14]=1)[CH2:21][CH3:22]. (6) Given the reactants C[C:2]1([CH3:18])[CH2:6][N:5]([C:7]2[CH:15]=[CH:14][C:10]([C:11]([OH:13])=O)=[CH:9][C:8]=2[CH3:16])[C:4](=[O:17])N1.[Cl:19][C:20]1[CH:31]=[CH:30][C:23]2[NH:24][C:25]([C@@H:27]([NH2:29])[CH3:28])=[N:26][C:22]=2[CH:21]=1.CN([C:35]([O:39]N1N=NC2C=CC=CC1=2)=[N+](C)C)C.[B-](F)(F)(F)F.CCN(C(C)C)C(C)C, predict the reaction product. The product is: [Cl:19][C:20]1[CH:31]=[CH:30][C:23]2[NH:24][C:25]([C@@H:27]([NH:29][C:11](=[O:13])[C:10]3[CH:14]=[CH:15][C:7]([N:5]4[CH2:6][CH2:2][CH2:18][CH2:35][O:39][C:4]4=[O:17])=[C:8]([CH3:16])[CH:9]=3)[CH3:28])=[N:26][C:22]=2[CH:21]=1.